From a dataset of Full USPTO retrosynthesis dataset with 1.9M reactions from patents (1976-2016). Predict the reactants needed to synthesize the given product. (1) Given the product [Br:1][CH2:14][C:13]([C:11]1[CH:10]=[CH:9][C:4]([C:5]([O:7][CH3:8])=[O:6])=[C:3]([Cl:2])[CH:12]=1)=[O:17], predict the reactants needed to synthesize it. The reactants are: [BrH:1].[Cl:2][C:3]1[CH:12]=[C:11]([C:13](=[O:17])[CH:14]=[N+]=[N-])[CH:10]=[CH:9][C:4]=1[C:5]([O:7][CH3:8])=[O:6]. (2) Given the product [OH:35][C:32]1[CH:33]=[CH:34][C:29]([C:12]2[O:11][N:10]=[C:9]([C:6]3[CH:5]=[CH:4][C:3]([OH:2])=[CH:8][CH:7]=3)[C:13]=2[C:14]2[CH:19]=[CH:18][C:17]([O:20][CH2:21][CH2:22][CH:23]3[CH2:28][CH2:27][CH2:26][CH2:25][NH:24]3)=[CH:16][CH:15]=2)=[CH:30][CH:31]=1, predict the reactants needed to synthesize it. The reactants are: C[O:2][C:3]1[CH:8]=[CH:7][C:6]([C:9]2[C:13]([C:14]3[CH:19]=[CH:18][C:17]([O:20][CH2:21][CH2:22][CH:23]4[CH2:28][CH2:27][CH2:26][CH2:25][NH:24]4)=[CH:16][CH:15]=3)=[C:12]([C:29]3[CH:34]=[CH:33][C:32]([O:35]C)=[CH:31][CH:30]=3)[O:11][N:10]=2)=[CH:5][CH:4]=1.[Cl-].[Al+3].[Cl-].[Cl-].C(S)C. (3) Given the product [CH2:69]([O:76][C@H:77]1[C@H:82]([O:83][CH2:84][C:85]2[CH:90]=[CH:89][CH:88]=[CH:87][CH:86]=2)[C@@H:81]([CH2:91][O:92][CH2:93][C:94]2[CH:99]=[CH:98][CH:97]=[CH:96][CH:95]=2)[O:80][C@@H:79]([O:100][C@H:101]2[C@@H:112]([O:113][CH2:114][C:115]3[CH:120]=[CH:119][CH:118]=[CH:117][CH:116]=3)[C@H:111]([O:121][CH2:122][C:123]3[CH:128]=[CH:127][CH:126]=[CH:125][CH:124]=3)[C@@H:110]([CH2:129][O:130][CH2:131][C:132]3[CH:133]=[CH:134][CH:135]=[CH:136][CH:137]=3)[O:109][C@H:102]2[O:103][CH:104]=[CH:105][CH2:106][CH2:107][CH3:108])[C@@H:78]1[OH:138])[C:70]1[CH:71]=[CH:72][CH:73]=[CH:74][CH:75]=1, predict the reactants needed to synthesize it. The reactants are: C(O[C@H]1[C@H](OCC2C=CC=CC=2)[C@@H](COCC2C=CC=CC=2)O[C@@H](O[C@H]2[C@@H](OCC3C=CC=CC=3)[C@H](OCC3C=CC=CC=3)[C@@H](COCC3C=CC=CC=3)O[C@H]2OCC=C)[C@@H]1O)C1C=CC=CC=1.[CH2:69]([O:76][C@H:77]1[C@H:82]([O:83][CH2:84][C:85]2[CH:90]=[CH:89][CH:88]=[CH:87][CH:86]=2)[C@@H:81]([CH2:91][O:92][CH2:93][C:94]2[CH:99]=[CH:98][CH:97]=[CH:96][CH:95]=2)[O:80][C@@H:79]([O:100][C@H:101]2[C@@H:112]([O:113][CH2:114][C:115]3[CH:120]=[CH:119][CH:118]=[CH:117][CH:116]=3)[C@H:111]([O:121][CH2:122][C:123]3[CH:128]=[CH:127][CH:126]=[CH:125][CH:124]=3)[C@@H:110]([CH2:129][O:130][CH2:131][C:132]3[CH:137]=[CH:136][CH:135]=[CH:134][CH:133]=3)[O:109][C@H:102]2[O:103][CH:104]=[CH:105][CH2:106][CH2:107][CH3:108])[C@@H:78]1[O:138]C(=O)C)[C:70]1[CH:75]=[CH:74][CH:73]=[CH:72][CH:71]=1.C[O-].[Na+].ClCCl. (4) Given the product [CH3:17][C:16]1[N:15]=[C:10]2[CH:11]=[CH:12][CH:13]=[C:14]3[N:9]2[C:8]=1[C:7](=[O:18])[N:6]3[CH2:5][CH2:4][CH2:3][CH2:2][NH:1][C:26]([O:27][CH3:28])=[O:29], predict the reactants needed to synthesize it. The reactants are: [NH2:1][CH2:2][CH2:3][CH2:4][CH2:5][N:6]1[C:14]2[N:9]3[C:10](=[N:15][C:16]([CH3:17])=[C:8]3[C:7]1=[O:18])[CH:11]=[CH:12][CH:13]=2.C(N(CC)CC)C.[C:26](Cl)(=[O:29])[O:27][CH3:28]. (5) Given the product [Br:16][CH:12]([C:3]1[CH:4]=[CH:5][CH:6]=[C:7]([C:8]([F:11])([F:10])[F:9])[C:2]=1[Cl:1])[CH3:13], predict the reactants needed to synthesize it. The reactants are: [Cl:1][C:2]1[C:7]([C:8]([F:11])([F:10])[F:9])=[CH:6][CH:5]=[CH:4][C:3]=1[CH:12](O)[CH3:13].P(Br)(Br)[Br:16].C([O-])(O)=O.[Na+]. (6) Given the product [OH:1][C:2]1[CH:3]=[C:4]2[C:9](=[CH:10][CH:11]=1)[CH2:8][CH:7]([C:12]([O:14][CH3:20])=[O:13])[CH2:6][CH2:5]2, predict the reactants needed to synthesize it. The reactants are: [OH:1][C:2]1[CH:3]=[C:4]2[C:9](=[CH:10][CH:11]=1)[CH2:8][CH:7]([C:12]([OH:14])=[O:13])[CH2:6][CH2:5]2.OS(O)(=O)=O.[CH3:20]O. (7) Given the product [N:29]1([CH:26]2[CH2:27][CH2:28][N:23]([C:21]3[N:20]=[C:19](/[CH:35]=[CH:36]/[C:37]4[CH:38]=[CH:39][CH:40]=[CH:41][CH:42]=4)[N:18]=[C:17]([NH:16][C:13]4[CH:12]=[C:11]([CH3:10])[NH:15][N:14]=4)[CH:22]=3)[CH2:24][CH2:25]2)[CH2:30][CH2:31][CH2:32][CH2:33][CH2:34]1, predict the reactants needed to synthesize it. The reactants are: C(N(C(C)C)CC)(C)C.[CH3:10][C:11]1[NH:15][N:14]=[C:13]([NH:16][C:17]2[CH:22]=[C:21]([N:23]3[CH2:28][CH2:27][CH:26]([N:29]4[CH2:34][CH2:33][CH2:32][CH2:31][CH2:30]4)[CH2:25][CH2:24]3)[N:20]=[C:19]([CH:35]=[CH:36][C:37]3[CH:42]=[CH:41][CH:40]=[CH:39][CH:38]=3)[N:18]=2)[CH:12]=1.N1(C2CCNCC2)CCCCC1.